Dataset: Orexin1 receptor HTS with 218,158 compounds and 233 confirmed actives. Task: Binary Classification. Given a drug SMILES string, predict its activity (active/inactive) in a high-throughput screening assay against a specified biological target. (1) The drug is o1nc(nc1CCC(=O)NCc1occc1)c1ccccc1. The result is 0 (inactive). (2) The drug is Brc1ccc(S(=O)(=O)NCc2ccc(C(=O)NCCCC)cc2)cc1. The result is 0 (inactive). (3) The drug is O=C(NC1CC(Cc2n(ncc12)c1ccccc1)(C)C)c1c(noc1C)CC. The result is 0 (inactive). (4) The drug is s1c(nc(c2ccccc2)c1)/C(=C1/NCCC1)C#N. The result is 1 (active).